This data is from Forward reaction prediction with 1.9M reactions from USPTO patents (1976-2016). The task is: Predict the product of the given reaction. (1) The product is: [Br:1][C:2]1[N:7]=[C:6]([C:8]([OH:14])=[O:19])[C:5]([OH:10])=[C:4]([O:11][CH2:12][CH3:13])[CH:3]=1. Given the reactants [Br:1][C:2]1[N:7]=[C:6]([C:8]#N)[C:5]([OH:10])=[C:4]([O:11][CH2:12][CH3:13])[CH:3]=1.[OH:14]S(O)(=O)=O.[OH-:19].[Na+], predict the reaction product. (2) Given the reactants Cl[C:2]([O:4][CH2:5][C:6]1[CH:11]=[CH:10][CH:9]=[CH:8][CH:7]=1)=[O:3].[NH2:12][C:13]1[CH:18]=[CH:17][C:16]([N:19]2[CH2:23][CH2:22][CH2:21][C:20]2=[O:24])=[CH:15][CH:14]=1.CN(C)C1C=CC=CC=1.C(OCC)(=O)C, predict the reaction product. The product is: [O:24]=[C:20]1[CH2:21][CH2:22][CH2:23][N:19]1[C:16]1[CH:17]=[CH:18][C:13]([NH:12][C:2](=[O:3])[O:4][CH2:5][C:6]2[CH:11]=[CH:10][CH:9]=[CH:8][CH:7]=2)=[CH:14][CH:15]=1. (3) Given the reactants C([O:3][C:4](=[O:37])[CH2:5][N:6]([C:12]1[CH:17]=[C:16]([Cl:18])[C:15]([O:19][C:20]2[CH:25]=[CH:24][C:23]([OH:26])=[C:22]([C:27](=[O:35])[C:28]3[CH:33]=[CH:32][C:31]([Cl:34])=[CH:30][CH:29]=3)[CH:21]=2)=[C:14]([Cl:36])[CH:13]=1)[C:7]([O:9][CH2:10][CH3:11])=[O:8])C.[OH-].[Na+], predict the reaction product. The product is: [Cl:18][C:16]1[CH:17]=[C:12]([N:6]([CH2:5][C:4]([OH:37])=[O:3])[C:7]([O:9][CH2:10][CH3:11])=[O:8])[CH:13]=[C:14]([Cl:36])[C:15]=1[O:19][C:20]1[CH:25]=[CH:24][C:23]([OH:26])=[C:22]([C:27](=[O:35])[C:28]2[CH:29]=[CH:30][C:31]([Cl:34])=[CH:32][CH:33]=2)[CH:21]=1. (4) Given the reactants [N:1]1[CH:6]=[CH:5][C:4]([O:7][C:8]2[CH:13]=[CH:12][C:11]([S:14]([OH:17])(=O)=[O:15])=[CH:10][CH:9]=2)=[CH:3][CH:2]=1.CN(C=O)C.S(Cl)([Cl:25])=O, predict the reaction product. The product is: [ClH:25].[N:1]1[CH:6]=[CH:5][C:4]([O:7][C:8]2[CH:13]=[CH:12][C:11]([S:14]([Cl:25])(=[O:17])=[O:15])=[CH:10][CH:9]=2)=[CH:3][CH:2]=1. (5) Given the reactants [CH2:1]([C:3]1[CH:10]=[CH:9][C:6]([CH:7]=O)=[CH:5][CH:4]=1)[CH3:2].[NH2:11][C:12]1[N:13]=[N:14][C:15]([CH3:18])=[CH:16][CH:17]=1.C(O[C:22](=[O:37])[C:23]([OH:36])=[CH:24][C:25]([C:27]1[CH:32]=[CH:31][C:30]([CH:33]([CH3:35])[CH3:34])=[CH:29][CH:28]=1)=[O:26])C, predict the reaction product. The product is: [CH2:1]([C:3]1[CH:10]=[CH:9][C:6]([CH:7]2[N:11]([C:12]3[N:13]=[N:14][C:15]([CH3:18])=[CH:16][CH:17]=3)[C:22](=[O:37])[C:23]([OH:36])=[C:24]2[C:25](=[O:26])[C:27]2[CH:28]=[CH:29][C:30]([CH:33]([CH3:34])[CH3:35])=[CH:31][CH:32]=2)=[CH:5][CH:4]=1)[CH3:2]. (6) Given the reactants [OH:1][C@H:2]1[CH2:7][CH2:6][C@H:5]([C:8]([OH:10])=[O:9])[CH2:4][CH2:3]1.ClC(Cl)(Cl)C(=N)O[C:15]([CH3:18])([CH3:17])[CH3:16], predict the reaction product. The product is: [C:15]([O:9][C:8]([CH:5]1[CH2:6][CH2:7][CH:2]([OH:1])[CH2:3][CH2:4]1)=[O:10])([CH3:18])([CH3:17])[CH3:16].